Dataset: Peptide-MHC class I binding affinity with 185,985 pairs from IEDB/IMGT. Task: Regression. Given a peptide amino acid sequence and an MHC pseudo amino acid sequence, predict their binding affinity value. This is MHC class I binding data. (1) The peptide sequence is TYLYNKYSF. The MHC is HLA-A02:01 with pseudo-sequence HLA-A02:01. The binding affinity (normalized) is 0.0847. (2) The peptide sequence is NLTEEMAAL. The MHC is HLA-A02:11 with pseudo-sequence HLA-A02:11. The binding affinity (normalized) is 0.0847. (3) The peptide sequence is SMLSYGNVL. The MHC is HLA-A02:01 with pseudo-sequence HLA-A02:01. The binding affinity (normalized) is 1.00. (4) The peptide sequence is VVNYDNSTK. The MHC is HLA-A01:01 with pseudo-sequence HLA-A01:01. The binding affinity (normalized) is 0.0847. (5) The peptide sequence is FQLYSDLAH. The MHC is HLA-A69:01 with pseudo-sequence HLA-A69:01. The binding affinity (normalized) is 0.0847. (6) The peptide sequence is LMHLVSLYK. The MHC is HLA-A68:01 with pseudo-sequence HLA-A68:01. The binding affinity (normalized) is 0.623. (7) The peptide sequence is KVVKKLSVIR. The MHC is HLA-A11:01 with pseudo-sequence HLA-A11:01. The binding affinity (normalized) is 0.370. (8) The peptide sequence is QILQPILQR. The MHC is HLA-A68:01 with pseudo-sequence HLA-A68:01. The binding affinity (normalized) is 0.562. (9) The peptide sequence is PIQKETWDTW. The MHC is HLA-A30:02 with pseudo-sequence HLA-A30:02. The binding affinity (normalized) is 0.